This data is from Peptide-MHC class I binding affinity with 185,985 pairs from IEDB/IMGT. The task is: Regression. Given a peptide amino acid sequence and an MHC pseudo amino acid sequence, predict their binding affinity value. This is MHC class I binding data. (1) The peptide sequence is KTTWLPVLL. The MHC is HLA-A32:01 with pseudo-sequence HLA-A32:01. The binding affinity (normalized) is 0.538. (2) The peptide sequence is ILGAQALPVY. The MHC is HLA-A30:02 with pseudo-sequence HLA-A30:02. The binding affinity (normalized) is 0.594. (3) The binding affinity (normalized) is 0.0847. The MHC is HLA-A01:01 with pseudo-sequence HLA-A01:01. The peptide sequence is TTLRYPIGK. (4) The peptide sequence is ELMMTTIGVV. The MHC is HLA-A68:02 with pseudo-sequence HLA-A68:02. The binding affinity (normalized) is 0.830. (5) The peptide sequence is VLQAGFFLL. The MHC is HLA-A31:01 with pseudo-sequence HLA-A31:01. The binding affinity (normalized) is 0.296. (6) The peptide sequence is NTQGYFPDWQ. The MHC is HLA-C06:02 with pseudo-sequence HLA-C06:02. The binding affinity (normalized) is 0. (7) The MHC is HLA-B44:03 with pseudo-sequence HLA-B44:03. The binding affinity (normalized) is 0.527. The peptide sequence is VEMGEAAAIF. (8) The peptide sequence is RRIRQGLE. The MHC is Mamu-B08 with pseudo-sequence Mamu-B08. The binding affinity (normalized) is 0.406.